Dataset: Forward reaction prediction with 1.9M reactions from USPTO patents (1976-2016). Task: Predict the product of the given reaction. (1) Given the reactants C(OC(=O)[NH:7][C:8]1[CH:13]=[C:12]([CH3:14])[C:11]([C:15]([F:18])([F:17])[F:16])=[CH:10][C:9]=1[NH:19][C:20](=[O:36])[CH2:21][C:22](=O)[C:23]1[CH:28]=[CH:27][CH:26]=[C:25]([C:29]2[CH:34]=[N:33][CH:32]=[CH:31][N:30]=2)[CH:24]=1)(C)(C)C.C(O)(C(F)(F)F)=O, predict the reaction product. The product is: [CH3:14][C:12]1[C:11]([C:15]([F:16])([F:17])[F:18])=[CH:10][C:9]2[NH:19][C:20](=[O:36])[CH2:21][C:22]([C:23]3[CH:28]=[CH:27][CH:26]=[C:25]([C:29]4[CH:34]=[N:33][CH:32]=[CH:31][N:30]=4)[CH:24]=3)=[N:7][C:8]=2[CH:13]=1. (2) Given the reactants CN(C=O)C.FC(F)(F)C(O)=O.[F:13][C:14]1[C:19]([CH3:20])=[CH:18][C:17]([NH:21][C:22]2[N:27]=[C:26]([NH:28][C:29]3[CH:30]=[CH:31][C:32]4[O:36][C:35](=[O:37])[NH:34][C:33]=4[CH:38]=3)[C:25]([CH3:39])=[CH:24][N:23]=2)=[CH:16][C:15]=1[O:40][CH3:41].C([O-])([O-])=O.[Cs+].[Cs+].[P:48]([O:60][CH2:61]Cl)([O:55][C:56]([CH3:59])([CH3:58])[CH3:57])([O:50][C:51]([CH3:54])([CH3:53])[CH3:52])=[O:49], predict the reaction product. The product is: [P:48]([O:60][CH2:61][N:34]1[C:33]2[CH:38]=[C:29]([NH:28][C:26]3[C:25]([CH3:39])=[CH:24][N:23]=[C:22]([NH:21][C:17]4[CH:18]=[C:19]([CH3:20])[C:14]([F:13])=[C:15]([O:40][CH3:41])[CH:16]=4)[N:27]=3)[CH:30]=[CH:31][C:32]=2[O:36][C:35]1=[O:37])([O:50][C:51]([CH3:54])([CH3:53])[CH3:52])([O:55][C:56]([CH3:57])([CH3:58])[CH3:59])=[O:49].